This data is from Forward reaction prediction with 1.9M reactions from USPTO patents (1976-2016). The task is: Predict the product of the given reaction. (1) Given the reactants [NH2:1][C:2]1[C:7]([N+:8]([O-])=O)=[C:6]([CH3:11])[C:5]([Br:12])=[CH:4][N:3]=1, predict the reaction product. The product is: [Br:12][C:5]1[C:6]([CH3:11])=[C:7]([NH2:8])[C:2]([NH2:1])=[N:3][CH:4]=1. (2) Given the reactants [CH2:1]([C:8]1[CH:13]=[C:12](Cl)[N:11]=[C:10]([Cl:15])[N:9]=1)[C:2]1[CH:7]=[CH:6][CH:5]=[CH:4][CH:3]=1.Cl.[CH3:17][O:18][C:19](=[O:22])[CH2:20][NH2:21].C(N(CC)CC)C, predict the reaction product. The product is: [CH3:17][O:18][C:19](=[O:22])[CH2:20][NH:21][C:12]1[CH:13]=[C:8]([CH2:1][C:2]2[CH:7]=[CH:6][CH:5]=[CH:4][CH:3]=2)[N:9]=[C:10]([Cl:15])[N:11]=1. (3) Given the reactants [C:1]([O:5][C:6](=[O:20])[NH:7][C:8]1[CH:13]=[CH:12][C:11]([CH:14]2[CH2:19][CH2:18][NH:17][CH2:16][CH2:15]2)=[CH:10][CH:9]=1)([CH3:4])([CH3:3])[CH3:2].[CH3:21][N:22]1[CH2:27][CH2:26][N:25]([CH2:28][C:29](O)=[O:30])[CH2:24][CH2:23]1.C1C=CC2N(O)N=NC=2C=1.CCN(C(C)C)C(C)C, predict the reaction product. The product is: [C:1]([O:5][C:6](=[O:20])[NH:7][C:8]1[CH:13]=[CH:12][C:11]([CH:14]2[CH2:19][CH2:18][N:17]([C:29](=[O:30])[CH2:28][N:25]3[CH2:26][CH2:27][N:22]([CH3:21])[CH2:23][CH2:24]3)[CH2:16][CH2:15]2)=[CH:10][CH:9]=1)([CH3:4])([CH3:2])[CH3:3]. (4) Given the reactants Br[CH2:2][C:3]([C:5]1[CH:12]=[CH:11][C:8]([C:9]#[N:10])=[CH:7][CH:6]=1)=O.[OH:13][CH2:14][CH2:15][NH:16][C:17]([NH2:19])=[S:18], predict the reaction product. The product is: [OH:13][CH2:14][CH2:15][NH:16][C:17]1[S:18][CH:2]=[C:3]([C:5]2[CH:12]=[CH:11][C:8]([C:9]#[N:10])=[CH:7][CH:6]=2)[N:19]=1. (5) Given the reactants [CH3:1][C:2]1([CH3:27])[CH2:7][C:6]([CH3:9])([CH3:8])[CH2:5][CH:4]([C:10]2[CH:15]=[C:14]([C:16]3[S:17][CH:18]=[CH:19][N:20]=3)[CH:13]=[CH:12][C:11]=2[N:21]2[CH2:26][CH2:25][NH:24][CH2:23][CH2:22]2)[CH2:3]1.[CH:28]1([CH:31]=O)[CH2:30][CH2:29]1.C(O[BH-](OC(=O)C)OC(=O)C)(=O)C.[Na+].C(O)(=O)C.C(=O)([O-])O.[Na+], predict the reaction product. The product is: [CH:28]1([CH2:31][N:24]2[CH2:25][CH2:26][N:21]([C:11]3[CH:12]=[CH:13][C:14]([C:16]4[S:17][CH:18]=[CH:19][N:20]=4)=[CH:15][C:10]=3[CH:4]3[CH2:3][C:2]([CH3:27])([CH3:1])[CH2:7][C:6]([CH3:8])([CH3:9])[CH2:5]3)[CH2:22][CH2:23]2)[CH2:30][CH2:29]1. (6) Given the reactants [CH3:1][C:2]([N:7]1[CH:11]=[C:10]([N+:12]([O-])=O)[CH:9]=[N:8]1)([CH3:6])[C:3]([NH2:5])=[O:4], predict the reaction product. The product is: [NH2:12][C:10]1[CH:9]=[N:8][N:7]([C:2]([CH3:6])([CH3:1])[C:3]([NH2:5])=[O:4])[CH:11]=1.